This data is from Forward reaction prediction with 1.9M reactions from USPTO patents (1976-2016). The task is: Predict the product of the given reaction. (1) Given the reactants Br[C:2]1[N:7]=[C:6]([C:8]([C@H:10]2[CH2:14][O:13][C:12]([CH3:16])([CH3:15])[O:11]2)=[O:9])[CH:5]=[CH:4][CH:3]=1.[F:17][C:18]1[CH:39]=[CH:38][C:21]([O:22][C:23]2[CH:28]=[CH:27][C:26](B3OC(C)(C)C(C)(C)O3)=[CH:25][CH:24]=2)=[CH:20][CH:19]=1.C([O-])([O-])=O.[Na+].[Na+], predict the reaction product. The product is: [CH3:15][C:12]1([CH3:16])[O:11][C@@H:10]([C:8]([C:6]2[CH:5]=[CH:4][CH:3]=[C:2]([C:26]3[CH:25]=[CH:24][C:23]([O:22][C:21]4[CH:20]=[CH:19][C:18]([F:17])=[CH:39][CH:38]=4)=[CH:28][CH:27]=3)[N:7]=2)=[O:9])[CH2:14][O:13]1. (2) Given the reactants [Li+].[OH-].[O:3]=[C:4]1[N:10]([CH:11]2[CH2:16][CH2:15][N:14]([C:17]([O:19][C@@H:20]([C:30]([O:32]C)=[O:31])[CH2:21][C:22]3[CH:27]=[CH:26][C:25]([CH3:28])=[C:24]([Br:29])[CH:23]=3)=[O:18])[CH2:13][CH2:12]2)[CH2:9][CH2:8][C:7]2[CH:34]=[CH:35][CH:36]=[CH:37][C:6]=2[NH:5]1, predict the reaction product. The product is: [O:3]=[C:4]1[N:10]([CH:11]2[CH2:16][CH2:15][N:14]([C:17]([O:19][C@@H:20]([C:30]([OH:32])=[O:31])[CH2:21][C:22]3[CH:27]=[CH:26][C:25]([CH3:28])=[C:24]([Br:29])[CH:23]=3)=[O:18])[CH2:13][CH2:12]2)[CH2:9][CH2:8][C:7]2[CH:34]=[CH:35][CH:36]=[CH:37][C:6]=2[NH:5]1. (3) Given the reactants [C:1]([OH:7])([C:3]([F:6])([F:5])[F:4])=[O:2].[O:8]=[C:9]1[CH2:17][C:16]2[C:11](=[CH:12][CH:13]=[C:14]([C:18]3[S:22][C:21]([CH2:23][CH2:24][C@@H:25]([NH:37]C(=O)OC(C)(C)C)[CH2:26][C:27]4[CH:28]=[N:29][C:30]([C:33]([F:36])([F:35])[F:34])=[CH:31][CH:32]=4)=[N:20][N:19]=3)[CH:15]=2)[NH:10]1, predict the reaction product. The product is: [F:4][C:3]([F:6])([F:5])[C:1]([OH:7])=[O:2].[NH2:37][C@@H:25]([CH2:26][C:27]1[CH:28]=[N:29][C:30]([C:33]([F:34])([F:36])[F:35])=[CH:31][CH:32]=1)[CH2:24][CH2:23][C:21]1[S:22][C:18]([C:14]2[CH:15]=[C:16]3[C:11](=[CH:12][CH:13]=2)[NH:10][C:9](=[O:8])[CH2:17]3)=[N:19][N:20]=1. (4) Given the reactants [Br:1][C:2]1[C:3]([C:28]([F:31])([F:30])[F:29])=[CH:4][C:5]([N+:25]([O-])=O)=[C:6]([NH:8][CH:9]2[CH2:14][CH2:13][N:12]([C@H:15]3[CH2:20][CH2:19][C@H:18]([O:21][CH2:22][CH2:23][CH3:24])[CH2:17][CH2:16]3)[CH2:11][CH2:10]2)[CH:7]=1.O.NN, predict the reaction product. The product is: [Br:1][C:2]1[CH:7]=[C:6]([NH:8][CH:9]2[CH2:14][CH2:13][N:12]([C@H:15]3[CH2:16][CH2:17][C@H:18]([O:21][CH2:22][CH2:23][CH3:24])[CH2:19][CH2:20]3)[CH2:11][CH2:10]2)[C:5]([NH2:25])=[CH:4][C:3]=1[C:28]([F:31])([F:29])[F:30]. (5) Given the reactants Cl[C:2]1[C:7]([C:8]2[C:13]([F:14])=[CH:12][C:11]([C:15]#[N:16])=[CH:10][C:9]=2[F:17])=[C:6]([N:18]2[CH2:23][CH2:22][CH:21]([CH3:24])[CH2:20][CH2:19]2)[N:5]2[N:25]=[CH:26][N:27]=[C:4]2[N:3]=1.O.C(OC)(C)(C)C.[CH3:35][N:36](C)C=O, predict the reaction product. The product is: [C:35]([C:2]1[C:7]([C:8]2[C:13]([F:14])=[CH:12][C:11]([C:15]#[N:16])=[CH:10][C:9]=2[F:17])=[C:6]([N:18]2[CH2:23][CH2:22][CH:21]([CH3:24])[CH2:20][CH2:19]2)[N:5]2[N:25]=[CH:26][N:27]=[C:4]2[N:3]=1)#[N:36]. (6) Given the reactants [Cl:1][C:2]1[CH:7]=[CH:6][C:5]([C:8]([CH3:13])([CH3:12])[C:9]([OH:11])=O)=[CH:4][CH:3]=1.[NH:14]1[CH2:18][CH2:17][C:16]2([C:26]3[CH:25]=[CH:24][N:23]=[CH:22][C:21]=3[C:20](=[O:27])[O:19]2)[CH2:15]1, predict the reaction product. The product is: [Cl:1][C:2]1[CH:3]=[CH:4][C:5]([C:8]([CH3:13])([CH3:12])[C:9]([N:14]2[CH2:18][CH2:17][C:16]3([C:26]4[CH:25]=[CH:24][N:23]=[CH:22][C:21]=4[C:20](=[O:27])[O:19]3)[CH2:15]2)=[O:11])=[CH:6][CH:7]=1.